From a dataset of Reaction yield outcomes from USPTO patents with 853,638 reactions. Predict the reaction yield, written as a fraction of the theoretical maximum amount of product (1.0 means a 100% yield; for example, 0.34 means a 34% yield). (1) The catalyst is Cl.CO.C(Cl)Cl. The product is [Cl:1][C:2]1[CH:7]=[CH:6][CH:5]=[CH:4][C:3]=1[C:8]1[C:13]([Cl:14])=[CH:12][C:11]([O:44][CH3:39])=[C:10]([C:17]([N:19]2[CH2:20][CH2:21][N:22]([C:25](=[O:27])[CH:32]=[CH2:33])[CH2:23][CH2:24]2)=[O:18])[CH:9]=1. The reactants are [Cl:1][C:2]1[CH:7]=[CH:6][CH:5]=[CH:4][C:3]=1[C:8]1[C:13]([Cl:14])=[CH:12][C:11](OC)=[C:10]([C:17]([N:19]2[CH2:24][CH2:23][N:22]([C:25]([O:27]C(C)(C)C)=O)[CH2:21][CH2:20]2)=[O:18])[CH:9]=1.[CH2:32](N(CC)CC)[CH3:33].[C:39](Cl)(=O)C=C.[OH2:44]. The yield is 0.100. (2) The reactants are [N+:1]([C:4]1[CH:5]=[C:6]2[C:11](=[CH:12][CH:13]=1)[NH:10][CH:9]=[C:8]([C:14]#[N:15])[C:7]2=O)([O-:3])=[O:2].O=P(Cl)(Cl)[Cl:19]. No catalyst specified. The product is [Cl:19][C:7]1[C:6]2[C:11](=[CH:12][CH:13]=[C:4]([N+:1]([O-:3])=[O:2])[CH:5]=2)[N:10]=[CH:9][C:8]=1[C:14]#[N:15]. The yield is 0.900. (3) The reactants are [ClH:1].C(OC([N:9]1[CH2:13][CH2:12][CH2:11][C@H:10]1[C:14]1[NH:15][C:16]([C:19]2[CH:24]=[CH:23][C:22]([B:25]3[O:29][C:28]([CH3:31])([CH3:30])[C:27]([CH3:33])([CH3:32])[O:26]3)=[CH:21][CH:20]=2)=[CH:17][N:18]=1)=O)(C)(C)C.C(OCC)C. The catalyst is O1CCOCC1.ClCCl. The product is [ClH:1].[NH:9]1[CH2:13][CH2:12][CH2:11][C@H:10]1[C:14]1[NH:15][C:16]([C:19]2[CH:24]=[CH:23][C:22]([B:25]3[O:29][C:28]([CH3:31])([CH3:30])[C:27]([CH3:33])([CH3:32])[O:26]3)=[CH:21][CH:20]=2)=[CH:17][N:18]=1. The yield is 0.950. (4) The reactants are [Br:1][C:2]1[CH:3]=[C:4](Br)[C:5]2[N:6]([C:8]([I:11])=[CH:9][N:10]=2)[N:7]=1.[CH3:13][S-:14].[Na+].O.O. The catalyst is O1CCOCC1. The product is [Br:1][C:2]1[CH:3]=[C:4]([S:14][CH3:13])[C:5]2[N:6]([C:8]([I:11])=[CH:9][N:10]=2)[N:7]=1. The yield is 0.640. (5) The reactants are [CH2:1]([C:4]1([C:17]([O:19][CH3:20])=[O:18])[CH2:9][CH2:8][CH:7]([C:10]2[CH:15]=[CH:14][C:13]([Cl:16])=[CH:12][CH:11]=2)[CH2:6][CH2:5]1)[CH:2]=C.[O:21]=[O+][O-].O=O.CSC. The catalyst is C(Cl)Cl. The product is [Cl:16][C:13]1[CH:14]=[CH:15][C:10]([CH:7]2[CH2:8][CH2:9][C:4]([CH2:1][CH:2]=[O:21])([C:17]([O:19][CH3:20])=[O:18])[CH2:5][CH2:6]2)=[CH:11][CH:12]=1. The yield is 0.620. (6) The reactants are [CH3:1][O:2][C:3]1[CH:10]=[C:9]([O:11][CH3:12])[C:8]([C:13]2[S:14][CH:15]=[CH:16][CH:17]=2)=[CH:7][C:4]=1[CH:5]=O.[C:18]([C:21]1[CH:29]=[CH:28][C:24]([C:25]([OH:27])=[O:26])=[CH:23][CH:22]=1)(=[O:20])[CH3:19].O(C)[Li].C(OC(C)=O)(C)C.Cl. The catalyst is O.CN(C=O)C.CO. The product is [CH3:1][O:2][C:3]1[CH:10]=[C:9]([O:11][CH3:12])[C:8]([C:13]2[S:14][CH:15]=[CH:16][CH:17]=2)=[CH:7][C:4]=1/[CH:5]=[CH:19]/[C:18]([C:21]1[CH:29]=[CH:28][C:24]([C:25]([OH:27])=[O:26])=[CH:23][CH:22]=1)=[O:20]. The yield is 0.750. (7) The reactants are [Br:1][CH:2]([CH2:6][CH3:7])[C:3](Br)=[O:4].Cl.[CH2:9]([O:16][NH2:17])[C:10]1[CH:15]=[CH:14][CH:13]=[CH:12][CH:11]=1. The catalyst is CCOC(C)=O. The product is [Br:1][CH:2]([CH2:6][CH3:7])[C:3]([NH:17][O:16][CH2:9][C:10]1[CH:15]=[CH:14][CH:13]=[CH:12][CH:11]=1)=[O:4]. The yield is 0.720. (8) The reactants are [NH2:1][C:2]1[S:6][C:5]([C:7]2[C:12]([F:13])=[CH:11][CH:10]=[CH:9][C:8]=2[F:14])=[N:4][C:3]=1[C:15]([O:17]CC)=[O:16].[CH3:20][C:21]([O:24][C:25](O[C:25]([O:24][C:21]([CH3:23])([CH3:22])[CH3:20])=[O:26])=[O:26])([CH3:23])[CH3:22].C1COCC1.[Li+].[OH-]. The catalyst is C(Cl)Cl.CN(C1C=CN=CC=1)C. The product is [C:21]([O:24][C:25]([NH:1][C:2]1[S:6][C:5]([C:7]2[C:8]([F:14])=[CH:9][CH:10]=[CH:11][C:12]=2[F:13])=[N:4][C:3]=1[C:15]([OH:17])=[O:16])=[O:26])([CH3:23])([CH3:22])[CH3:20]. The yield is 0.250. (9) The reactants are [CH3:1][N:2]1[C:6]([CH3:7])=[C:5]([C:8]([OH:10])=O)[C:4]([CH3:11])=[N:3]1.S(Cl)(Cl)=O.[NH2:16][C:17]1[CH:18]=[C:19]([CH:32]=[CH:33][CH:34]=1)[C:20]([C:22]1[CH:30]=[C:29]2[C:25]([CH2:26][C:27](=[O:31])[NH:28]2)=[CH:24][CH:23]=1)=[O:21]. The catalyst is C1COCC1. The product is [O:31]=[C:27]1[CH2:26][C:25]2[C:29](=[CH:30][C:22]([C:20]([C:19]3[CH:18]=[C:17]([NH:16][C:8]([C:5]4[C:4]([CH3:11])=[N:3][N:2]([CH3:1])[C:6]=4[CH3:7])=[O:10])[CH:34]=[CH:33][CH:32]=3)=[O:21])=[CH:23][CH:24]=2)[NH:28]1. The yield is 0.560.